This data is from Retrosynthesis with 50K atom-mapped reactions and 10 reaction types from USPTO. The task is: Predict the reactants needed to synthesize the given product. Given the product CCCCCCCCOc1ccc(-c2ccc(O[C@@H](C)CC[C@H](C)OCCC)nn2)cc1, predict the reactants needed to synthesize it. The reactants are: CCCCCCCCOc1ccc(-c2ccc(Cl)nn2)cc1.CCCO[C@@H](C)CC[C@H](C)O.